This data is from Full USPTO retrosynthesis dataset with 1.9M reactions from patents (1976-2016). The task is: Predict the reactants needed to synthesize the given product. (1) Given the product [C:20]([Si:17]([CH3:19])([CH3:18])[O:16][CH:11]1[C:12]2[C:8](=[C:7]([CH:26]([OH:27])[CH:25]([F:31])[F:24])[CH:15]=[CH:14][CH:13]=2)[CH2:9][CH2:10]1)([CH3:23])([CH3:22])[CH3:21], predict the reactants needed to synthesize it. The reactants are: C([Li])CCC.Br[C:7]1[CH:15]=[CH:14][CH:13]=[C:12]2[C:8]=1[CH2:9][CH2:10][CH:11]2[O:16][Si:17]([C:20]([CH3:23])([CH3:22])[CH3:21])([CH3:19])[CH3:18].[F:24][CH:25]([F:31])[C:26](OCC)=[O:27].[BH4-].[Na+]. (2) Given the product [CH2:24]([N:15]1[C:16]2[C:21](=[CH:20][CH:19]=[CH:18][N:17]=2)[C:22]([OH:23])=[C:13]([C:11]2[NH:10][C:9]3[CH:8]=[C:7]([Cl:32])[S:6][C:5]=3[S:2](=[O:4])(=[O:3])[N:1]=2)[C:14]1=[O:31])[C:25]1[CH:30]=[CH:29][CH:28]=[CH:27][CH:26]=1, predict the reactants needed to synthesize it. The reactants are: [NH2:1][S:2]([C:5]1[S:6][C:7]([Cl:32])=[CH:8][C:9]=1[NH:10][C:11]([C:13]1[C:14](=[O:31])[N:15]([CH2:24][C:25]2[CH:30]=[CH:29][CH:28]=[CH:27][CH:26]=2)[C:16]2[C:21]([C:22]=1[OH:23])=[CH:20][CH:19]=[CH:18][N:17]=2)=O)(=[O:4])=[O:3].NS(C1C=C(Br)C=CC=1NC(C1C(=O)N(CC2C=CC=CC=2)C2C(C=1O)=CC=CN=2)=O)(=O)=O. (3) Given the product [Si:14]([O:6][CH2:7][C@H:8]1[NH:12][C:11](=[O:13])[CH2:10][CH2:9]1)([C:17]([CH3:20])([CH3:19])[CH3:18])([CH3:16])[CH3:15], predict the reactants needed to synthesize it. The reactants are: N1C=CN=C1.[OH:6][CH2:7][C@H:8]1[NH:12][C:11](=[O:13])[CH2:10][CH2:9]1.[Si:14](Cl)([C:17]([CH3:20])([CH3:19])[CH3:18])([CH3:16])[CH3:15]. (4) The reactants are: [O:1]([CH2:9][CH2:10][C:11]#[CH:12])[Si:2]([C:5]([CH3:8])([CH3:7])[CH3:6])([CH3:4])[CH3:3].Br[C:14]1[CH:23]=[CH:22][C:17]([C:18]([O:20][CH3:21])=[O:19])=[C:16]([O:24][CH3:25])[CH:15]=1.C(N(CC)CC)C. Given the product [Si:2]([O:1][CH2:9][CH2:10][C:11]#[C:12][C:14]1[CH:23]=[CH:22][C:17]([C:18]([O:20][CH3:21])=[O:19])=[C:16]([O:24][CH3:25])[CH:15]=1)([C:5]([CH3:6])([CH3:7])[CH3:8])([CH3:3])[CH3:4], predict the reactants needed to synthesize it. (5) Given the product [C:18]12([C:16](=[O:17])[CH2:15][S:11][C:6]3[N:7]([CH:8]([CH3:10])[CH3:9])[C:1]([CH3:2])=[N:4][N:5]=3)[CH2:25][CH:24]3[CH2:23][CH:22]([CH2:21][CH:20]([CH2:26]3)[CH2:19]1)[CH2:27]2, predict the reactants needed to synthesize it. The reactants are: [C:1]([NH:4][NH:5][C:6](=[S:11])[NH:7][CH:8]([CH3:10])[CH3:9])(=O)[CH3:2].[OH-].[Na+].Br[CH2:15][C:16]([C:18]12[CH2:27][CH:22]3[CH2:23][CH:24]([CH2:26][CH:20]([CH2:21]3)[CH2:19]1)[CH2:25]2)=[O:17]. (6) Given the product [C:1]([O:5][C:6]([N:7]([CH3:8])[C@H:9]1[CH2:10][CH2:11][C@H:12]([C:15]#[C:16][CH2:17][O:18][S:21]([CH3:20])(=[O:23])=[O:22])[CH2:13][CH2:14]1)=[O:19])([CH3:3])([CH3:2])[CH3:4], predict the reactants needed to synthesize it. The reactants are: [C:1]([O:5][C:6](=[O:19])[N:7]([C@H:9]1[CH2:14][CH2:13][C@H:12]([C:15]#[C:16][CH2:17][OH:18])[CH2:11][CH2:10]1)[CH3:8])([CH3:4])([CH3:3])[CH3:2].[CH3:20][S:21](Cl)(=[O:23])=[O:22].N1C=CC=CC=1.O. (7) Given the product [C:1]([O:5][C:6]([NH:8][CH2:9][CH2:10][CH2:11][O:12][C:13]1[CH:21]=[C:20]([S:22][CH3:23])[CH:19]=[CH:18][C:14]=1[C:15]([NH:24][C:25]1[C:26]([C:31]([NH:33][C:34]2[CH:39]=[CH:38][C:37]([Cl:40])=[CH:36][N:35]=2)=[O:32])=[N:27][CH:28]=[CH:29][CH:30]=1)=[O:17])=[O:7])([CH3:2])([CH3:3])[CH3:4], predict the reactants needed to synthesize it. The reactants are: [C:1]([O:5][C:6]([NH:8][CH2:9][CH2:10][CH2:11][O:12][C:13]1[CH:21]=[C:20]([S:22][CH3:23])[CH:19]=[CH:18][C:14]=1[C:15]([OH:17])=O)=[O:7])([CH3:4])([CH3:3])[CH3:2].[NH2:24][C:25]1[C:26]([C:31]([NH:33][C:34]2[CH:39]=[CH:38][C:37]([Cl:40])=[CH:36][N:35]=2)=[O:32])=[N:27][CH:28]=[CH:29][CH:30]=1.